This data is from Full USPTO retrosynthesis dataset with 1.9M reactions from patents (1976-2016). The task is: Predict the reactants needed to synthesize the given product. (1) Given the product [CH3:1][O:2][C:3]1[CH:4]=[C:5]([CH:8]=[CH:9][C:10]=1[N+:11]([O-:13])=[O:12])[CH2:6][Cl:33], predict the reactants needed to synthesize it. The reactants are: [CH3:1][O:2][C:3]1[CH:4]=[C:5]([CH:8]=[CH:9][C:10]=1[N+:11]([O-:13])=[O:12])[CH2:6]O.C1(P(C2C=CC=CC=2)C2C=CC=CC=2)C=CC=CC=1.[Cl:33]N1C(=O)CCC1=O.C(=O)([O-])[O-].[Na+].[Na+]. (2) Given the product [CH3:12][NH:13][C:2]1[CH:3]=[C:4]2[C:9](=[CH:10][CH:11]=1)[N:8]=[CH:7][CH:6]=[CH:5]2, predict the reactants needed to synthesize it. The reactants are: Cl[C:2]1[CH:3]=[C:4]2[C:9](=[CH:10][CH:11]=1)[N:8]=[CH:7][CH:6]=[CH:5]2.[CH3:12][NH2:13].CC([O-])(C)C.[Na+]. (3) Given the product [F:1][C:2]([F:11])([C:13]1[CH:18]=[CH:17][C:16]([C:19]([F:22])([F:21])[F:20])=[CH:15][CH:14]=1)[C:3]([C:5]1[CH:6]=[CH:7][CH:8]=[CH:9][CH:10]=1)=[O:4], predict the reactants needed to synthesize it. The reactants are: [F:1][CH:2]([F:11])[C:3]([C:5]1[CH:10]=[CH:9][CH:8]=[CH:7][CH:6]=1)=[O:4].Br[C:13]1[CH:18]=[CH:17][C:16]([C:19]([F:22])([F:21])[F:20])=[CH:15][CH:14]=1.ClC1C=CC(C(F)(F)F)=CC=1. (4) The reactants are: [C:1](OCC)(OCC)(OCC)[CH2:2][CH3:3].C(OCC)(OCC)(OCC)C.[CH2:24]([O:31][C:32]1[CH:41]=[C:40]2[C:35]([C:36]([NH:43][CH2:44][CH:45]([CH3:47])[CH3:46])=[C:37]([NH2:42])[CH:38]=[N:39]2)=[CH:34][CH:33]=1)[C:25]1[CH:30]=[CH:29][CH:28]=[CH:27][CH:26]=1. Given the product [CH2:24]([O:31][C:32]1[CH:33]=[CH:34][C:35]2[C:36]3[N:43]([CH2:44][CH:45]([CH3:47])[CH3:46])[C:1]([CH2:2][CH3:3])=[N:42][C:37]=3[CH:38]=[N:39][C:40]=2[CH:41]=1)[C:25]1[CH:26]=[CH:27][CH:28]=[CH:29][CH:30]=1, predict the reactants needed to synthesize it.